From a dataset of Catalyst prediction with 721,799 reactions and 888 catalyst types from USPTO. Predict which catalyst facilitates the given reaction. (1) Reactant: [H-].[H-].[H-].[H-].[Li+].[Al+3].[CH3:7][O:8][C:9]1[CH:24]=[CH:23][C:12]([CH2:13][N:14]2[CH2:19][CH2:18][NH:17][C:16](=O)[C:15]2([CH3:22])[CH3:21])=[CH:11][CH:10]=1. Product: [CH3:7][O:8][C:9]1[CH:10]=[CH:11][C:12]([CH2:13][N:14]2[CH2:19][CH2:18][NH:17][CH2:16][C:15]2([CH3:22])[CH3:21])=[CH:23][CH:24]=1. The catalyst class is: 1. (2) Reactant: [CH2:1]([O:3][P:4](Cl)([O:6][CH2:7][CH3:8])=[O:5])[CH3:2].[OH:10][CH2:11][CH2:12][C:13]1[CH:18]=[CH:17][C:16]([O:19][C:20](=[O:43])[CH2:21][C:22]2[C:30]3[C:25](=[CH:26][CH:27]=[C:28]([O:31][CH3:32])[CH:29]=3)[N:24]([C:33](=[O:41])[C:34]3[CH:39]=[CH:38][C:37]([Cl:40])=[CH:36][CH:35]=3)[C:23]=2[CH3:42])=[CH:15][CH:14]=1.CCN(C(C)C)C(C)C. Product: [CH2:1]([O:3][P:4]([O:6][CH2:7][CH3:8])([O:10][CH2:11][CH2:12][C:13]1[CH:14]=[CH:15][C:16]([O:19][C:20](=[O:43])[CH2:21][C:22]2[C:30]3[C:25](=[CH:26][CH:27]=[C:28]([O:31][CH3:32])[CH:29]=3)[N:24]([C:33](=[O:41])[C:34]3[CH:35]=[CH:36][C:37]([Cl:40])=[CH:38][CH:39]=3)[C:23]=2[CH3:42])=[CH:17][CH:18]=1)=[O:5])[CH3:2]. The catalyst class is: 154. (3) Reactant: [CH3:1][O-:2].[Na+].[Br:4][C:5]1[CH:6]=[C:7]([N+:12]([O-:14])=[O:13])[C:8](Cl)=[N:9][CH:10]=1. Product: [Br:4][C:5]1[CH:6]=[C:7]([N+:12]([O-:14])=[O:13])[C:8]([O:2][CH3:1])=[N:9][CH:10]=1. The catalyst class is: 5. (4) Reactant: N1C=CC=CC=1.[NH2:7][C@@H:8]([C:19]([OH:21])=[O:20])[CH2:9][C:10]1[C:18]2[C:13](=[CH:14][CH:15]=[CH:16][CH:17]=2)[NH:12][CH:11]=1.C[Si](Cl)(C)C.[C:27](Cl)(=[O:41])[CH2:28][CH2:29][CH2:30][CH2:31][CH2:32][CH2:33][CH2:34][CH2:35][CH2:36][CH2:37][CH2:38][CH2:39][CH3:40]. Product: [C:27]([NH:7][C@@H:8]([C:19]([OH:21])=[O:20])[CH2:9][C:10]1[C:18]2[C:13](=[CH:14][CH:15]=[CH:16][CH:17]=2)[NH:12][CH:11]=1)(=[O:41])[CH2:28][CH2:29][CH2:30][CH2:31][CH2:32][CH2:33][CH2:34][CH2:35][CH2:36][CH2:37][CH2:38][CH2:39][CH3:40]. The catalyst class is: 4. (5) Reactant: [NH2:1][C@@H:2](/[CH:5]=[CH:6]/[C:7]1[CH:12]=[CH:11][C:10]([N+:13]([O-:15])=[O:14])=[CH:9][CH:8]=1)[CH2:3][OH:4].C([O-])(=O)C.[Na+].[N:21]#[C:22]Br.N. Product: [N+:13]([C:10]1[CH:11]=[CH:12][C:7](/[CH:6]=[CH:5]/[C@H:2]2[CH2:3][O:4][C:22]([NH2:21])=[N:1]2)=[CH:8][CH:9]=1)([O-:15])=[O:14]. The catalyst class is: 5. (6) Reactant: Cl.[Br:2][C:3]1[CH:8]=[CH:7][C:6]([N:9]2[C:13]([CH2:14][C@@H:15]3[CH2:19][CH2:18][NH:17][CH2:16]3)=[N:12][NH:11][C:10]2=[O:20])=[CH:5][CH:4]=1.C(N(CC)C(C)C)(C)C.[C:30]([Cl:33])(=[O:32])[CH3:31]. Product: [C:30]([Cl:33])(=[O:32])[CH3:31].[C:30]([N:17]1[CH2:18][CH2:19][C@@H:15]([CH2:14][C:13]2[N:9]([C:6]3[CH:7]=[CH:8][C:3]([Br:2])=[CH:4][CH:5]=3)[C:10](=[O:20])[NH:11][N:12]=2)[CH2:16]1)(=[O:32])[CH3:31]. The catalyst class is: 4. (7) Product: [CH2:1]([O:8][C:9]1[CH:14]=[CH:13][C:12]([N+:15]([O-:17])=[O:16])=[CH:11][C:10]=1[NH2:18])[C:2]1[CH:3]=[CH:4][CH:5]=[CH:6][CH:7]=1. Reactant: [CH2:1]([O:8][C:9]1[CH:14]=[CH:13][C:12]([N+:15]([O-:17])=[O:16])=[CH:11][C:10]=1[NH:18]C(=O)OC(C)(C)C)[C:2]1[CH:7]=[CH:6][CH:5]=[CH:4][CH:3]=1.FC(F)(F)C(O)=O.CCCCCC.C(OCC)(=O)C. The catalyst class is: 2. (8) Reactant: C([O:4][CH2:5][CH2:6][CH:7]([CH3:15])[CH2:8][C:9]1[CH2:14][CH2:13][CH2:12][CH2:11][CH:10]=1)(=O)C.[OH-].[Na+]. Product: [C:9]1([CH2:8][CH:7]([CH3:15])[CH2:6][CH2:5][OH:4])[CH2:14][CH2:13][CH2:12][CH2:11][CH:10]=1. The catalyst class is: 6. (9) Reactant: Cl.[Br:2][C:3]1[CH:8]=[CH:7][CH:6]=[CH:5][C:4]=1[NH:9][NH2:10].O[CH:12]=[C:13]1[CH2:18][CH2:17][CH2:16][CH2:15][C:14]1=O. Product: [Br:2][C:3]1[CH:8]=[CH:7][CH:6]=[CH:5][C:4]=1[N:9]1[C:14]2[CH2:15][CH2:16][CH2:17][CH2:18][C:13]=2[CH:12]=[N:10]1. The catalyst class is: 8.